The task is: Predict which catalyst facilitates the given reaction.. This data is from Catalyst prediction with 721,799 reactions and 888 catalyst types from USPTO. (1) Reactant: [CH3:1][C:2]1[CH:7]=[CH:6][C:5]([CH3:8])=[CH:4][C:3]=1[C:9]1[C:10](=[O:22])[NH:11][C:12]2([CH2:19][CH2:18][N:17]([O:20][CH3:21])[CH2:16][CH2:15]2)[C:13]=1[OH:14].C(N(C(C)C)C(C)C)C.Cl[C:33]([O:35][CH3:36])=[O:34]. Product: [CH3:36][O:35][C:33](=[O:34])[O:14][C:13]1[C:12]2([CH2:19][CH2:18][N:17]([O:20][CH3:21])[CH2:16][CH2:15]2)[NH:11][C:10](=[O:22])[C:9]=1[C:3]1[CH:4]=[C:5]([CH3:8])[CH:6]=[CH:7][C:2]=1[CH3:1]. The catalyst class is: 159. (2) Reactant: [S:1]1[CH:5]=[C:4]([C:6]([O:8]CC)=O)[C:3]([C:11]([O:13]CC)=O)=[CH:2]1.[O-][CH2:17]C.[Na+].C(OCC)(=O)C.S(=O)(=O)(O)O. Product: [CH:5]1[S:1][CH:2]=[C:3]2[C:11](=[O:13])[CH2:17][C:6](=[O:8])[C:4]=12. The catalyst class is: 6. (3) Reactant: [CH2:1](O)[C:2]1[CH:7]=[CH:6][CH:5]=[CH:4][CH:3]=1.FC(F)(F)[C:11]([OH:13])=[O:12].[NH2:16][C:17]1[CH:46]=[CH:45][C:20]2[NH:21][C:22]([C:27]3[C:28](=[O:44])[C:29]([CH2:41][CH2:42][CH3:43])([CH2:38][CH2:39][CH3:40])[C:30]4[C:35]([C:36]=3[OH:37])=[CH:34][CH:33]=[CH:32][CH:31]=4)=[N:23][S:24](=[O:26])(=[O:25])[C:19]=2[CH:18]=1.C(N(CC)CC)C. Product: [OH:37][C:36]1[C:35]2[C:30](=[CH:31][CH:32]=[CH:33][CH:34]=2)[C:29]([CH2:38][CH2:39][CH3:40])([CH2:41][CH2:42][CH3:43])[C:28](=[O:44])[C:27]=1[C:22]1[NH:21][C:20]2[CH:45]=[CH:46][C:17]([NH:16][S:24]([NH:23][C:11](=[O:12])[O:13][CH2:1][C:2]3[CH:7]=[CH:6][CH:5]=[CH:4][CH:3]=3)(=[O:26])=[O:25])=[CH:18][C:19]=2[S:24](=[O:26])(=[O:25])[N:23]=1. The catalyst class is: 646. (4) Product: [N:13]([CH2:16][CH2:17][CH2:18][C:19](=[N:10][NH:9][C:7](=[O:8])[C:6]1[CH:11]=[C:2]([Cl:1])[CH:3]=[CH:4][C:5]=1[CH3:12])[C:21]1[CH:26]=[CH:25][CH:24]=[CH:23][CH:22]=1)=[N+:14]=[N-:15]. Reactant: [Cl:1][C:2]1[CH:3]=[CH:4][C:5]([CH3:12])=[C:6]([CH:11]=1)[C:7]([NH:9][NH2:10])=[O:8].[N:13]([CH2:16][CH2:17][CH2:18][C:19]([C:21]1[CH:26]=[CH:25][CH:24]=[CH:23][CH:22]=1)=O)=[N+:14]=[N-:15].O.C1(C)C=CC(S(O)(=O)=O)=CC=1. The catalyst class is: 260. (5) Reactant: [F:1][C:2]1[CH:7]=[C:6]([O:8][C:9]2[CH:14]=[CH:13][CH:12]=[CH:11][CH:10]=2)[CH:5]=[CH:4][C:3]=1[C:15]1[C:23]2[C:22]([NH2:24])=[N:21][CH:20]=[N:19][C:18]=2[N:17]([CH2:25][CH:26]2[CH2:30][CH2:29][CH2:28][NH:27]2)[CH:16]=1.[C:31]([C:33](=[CH:37][CH:38]1[CH2:40][CH2:39]1)[C:34](O)=[O:35])#[N:32].CCN(C(C)C)C(C)C.CN(C(ON1N=NC2C=CC=NC1=2)=[N+](C)C)C.F[P-](F)(F)(F)(F)F. Product: [NH2:24][C:22]1[C:23]2[C:15]([C:3]3[CH:4]=[CH:5][C:6]([O:8][C:9]4[CH:10]=[CH:11][CH:12]=[CH:13][CH:14]=4)=[CH:7][C:2]=3[F:1])=[CH:16][N:17]([CH2:25][CH:26]3[CH2:30][CH2:29][CH2:28][N:27]3[C:34]([C:33](=[CH:37][CH:38]3[CH2:40][CH2:39]3)[C:31]#[N:32])=[O:35])[C:18]=2[N:19]=[CH:20][N:21]=1. The catalyst class is: 2. (6) Product: [ClH:27].[F:25][C:2]([F:1])([F:26])[C:3]1[CH:8]=[CH:7][N:6]=[C:5]([O:9][CH2:10][CH:11]2[CH2:16][CH:15]3[NH:17][CH:12]2[CH2:13][CH2:14]3)[N:4]=1. The catalyst class is: 5. Reactant: [F:1][C:2]([F:26])([F:25])[C:3]1[CH:8]=[CH:7][N:6]=[C:5]([O:9][CH2:10][CH:11]2[CH2:16][CH:15]3[N:17](C(OC(C)(C)C)=O)[CH:12]2[CH2:13][CH2:14]3)[N:4]=1.[ClH:27]. (7) Reactant: [I:1][C:2]1[CH:7]=[C:6]([O:8][CH3:9])[C:5]([O:10]C(C)C)=[CH:4][C:3]=1[C:14](=[O:17])[CH2:15][CH3:16]. Product: [OH:10][C:5]1[C:6]([O:8][CH3:9])=[CH:7][C:2]([I:1])=[C:3]([C:14](=[O:17])[CH2:15][CH3:16])[CH:4]=1. The catalyst class is: 175.